This data is from Peptide-MHC class I binding affinity with 185,985 pairs from IEDB/IMGT. The task is: Regression. Given a peptide amino acid sequence and an MHC pseudo amino acid sequence, predict their binding affinity value. This is MHC class I binding data. (1) The MHC is HLA-A02:02 with pseudo-sequence HLA-A02:02. The peptide sequence is KPKPAVRYAI. The binding affinity (normalized) is 0. (2) The peptide sequence is GRRGWEALKY. The MHC is HLA-B08:01 with pseudo-sequence HLA-B08:01. The binding affinity (normalized) is 0. (3) The peptide sequence is ALTDVEKRIL. The MHC is HLA-A68:02 with pseudo-sequence HLA-A68:02. The binding affinity (normalized) is 0.119. (4) The peptide sequence is VTVAILYSM. The binding affinity (normalized) is 0. The MHC is Mamu-A11 with pseudo-sequence Mamu-A11. (5) The peptide sequence is VMKRNFIDF. The MHC is HLA-B08:01 with pseudo-sequence HLA-B08:01. The binding affinity (normalized) is 0.287.